From a dataset of Catalyst prediction with 721,799 reactions and 888 catalyst types from USPTO. Predict which catalyst facilitates the given reaction. (1) Reactant: [NH2:1][C:2]1[C:45]([C:46]([F:49])([F:48])[F:47])=[CH:44][C:5]([CH2:6][C@@H:7]([CH2:23][C:24]([N:26]2[CH2:31][CH2:30][CH:29]([N:32]3[CH2:38][CH2:37][C:36]4[CH:39]=[CH:40][CH:41]=[CH:42][C:35]=4[NH:34][C:33]3=[O:43])[CH2:28][CH2:27]2)=[O:25])[C:8]([N:10]2[CH2:15][CH2:14][CH:13]([N:16]3[CH2:21][CH2:20][N:19]([CH3:22])[CH2:18][CH2:17]3)[CH2:12][CH2:11]2)=[O:9])=[CH:4][C:3]=1[Cl:50].[BrH:51]. Product: [OH2:9].[OH2:9].[OH2:9].[OH2:9].[OH2:9].[BrH:51].[NH2:1][C:2]1[C:45]([C:46]([F:48])([F:47])[F:49])=[CH:44][C:5]([CH2:6][C@@H:7]([CH2:23][C:24]([N:26]2[CH2:27][CH2:28][CH:29]([N:32]3[CH2:38][CH2:37][C:36]4[CH:39]=[CH:40][CH:41]=[CH:42][C:35]=4[NH:34][C:33]3=[O:43])[CH2:30][CH2:31]2)=[O:25])[C:8]([N:10]2[CH2:15][CH2:14][CH:13]([N:16]3[CH2:21][CH2:20][N:19]([CH3:22])[CH2:18][CH2:17]3)[CH2:12][CH2:11]2)=[O:9])=[CH:4][C:3]=1[Cl:50]. The catalyst class is: 32. (2) Reactant: [O:1]1C[CH:2]1[CH2:3][N:4]1[C:8](=[O:9])[C:7]2=[CH:10][CH:11]=[CH:12][CH:13]=[C:6]2[C:5]1=[O:14].[N+:16]([C:19]1[NH:20][CH:21]=[CH:22][N:23]=1)([O-:18])=[O:17].C(=O)([O-])[O-].[K+].[K+]. Product: [OH:1][CH:2]([N:20]1[CH:21]=[CH:22][N:23]=[C:19]1[N+:16]([O-:18])=[O:17])[CH2:3][N:4]1[C:8](=[O:9])[C:7]2[C:6](=[CH:13][CH:12]=[CH:11][CH:10]=2)[C:5]1=[O:14]. The catalyst class is: 8. (3) Reactant: Br[C:2]1[CH:7]=[CH:6][C:5]([CH:8]2[CH2:13][CH2:12][O:11][CH2:10][CH2:9]2)=[CH:4][CH:3]=1.[CH3:14][C:15]1([CH3:29])[CH2:20][O:19][B:18]([B:18]2[O:19][CH2:20][C:15]([CH3:29])([CH3:14])[CH2:16][O:17]2)[O:17][CH2:16]1.C([O-])(=O)C.[K+].O. Product: [CH3:14][C:15]1([CH3:29])[CH2:20][O:19][B:18]([C:2]2[CH:7]=[CH:6][C:5]([CH:8]3[CH2:13][CH2:12][O:11][CH2:10][CH2:9]3)=[CH:4][CH:3]=2)[O:17][CH2:16]1. The catalyst class is: 75.